From a dataset of Forward reaction prediction with 1.9M reactions from USPTO patents (1976-2016). Predict the product of the given reaction. (1) Given the reactants [Br:1][C:2]1[CH:3]=[C:4]([CH3:12])[C:5]([F:11])=[C:6]([B:8]([OH:10])[OH:9])[CH:7]=1.[CH3:13][N:14]([CH2:19][C:20](O)=[O:21])[CH2:15][C:16](O)=[O:17].C1(C)C=CC=CC=1.CS(C)=O, predict the reaction product. The product is: [Br:1][C:2]1[CH:3]=[C:4]([CH3:12])[C:5]([F:11])=[C:6]([B:8]2[O:10][C:20](=[O:21])[CH2:19][N:14]([CH3:13])[CH2:15][C:16](=[O:17])[O:9]2)[CH:7]=1. (2) Given the reactants Cl.[NH2:2][C@@H:3]([CH2:8][CH2:9][CH2:10][NH:11][C:12]([NH:14][S:15]([C:18]1[C:19]([CH3:31])=[C:20]([CH3:30])[C:21]2[O:25][C:24]([CH3:27])([CH3:26])[CH2:23][C:22]=2[C:28]=1[CH3:29])(=[O:17])=[O:16])=[NH:13])[C:4]([O:6][CH3:7])=[O:5].[C:32]1([CH:38]([C:49]2[CH:54]=[CH:53][CH:52]=[CH:51][CH:50]=2)[N:39]2[CH:44]=[CH:43][CH:42]=[C:41]([C:45](O)=[O:46])[C:40]2=[O:48])[CH:37]=[CH:36][CH:35]=[CH:34][CH:33]=1.CN(C(ON1N=NC2C=CC=CC1=2)=[N+](C)C)C.F[P-](F)(F)(F)(F)F.CCN(C(C)C)C(C)C, predict the reaction product. The product is: [C:49]1([CH:38]([C:32]2[CH:33]=[CH:34][CH:35]=[CH:36][CH:37]=2)[N:39]2[CH:44]=[CH:43][CH:42]=[C:41]([C:45]([NH:2][C@@H:3]([CH2:8][CH2:9][CH2:10][NH:11][C:12]([NH:14][S:15]([C:18]3[C:19]([CH3:31])=[C:20]([CH3:30])[C:21]4[O:25][C:24]([CH3:27])([CH3:26])[CH2:23][C:22]=4[C:28]=3[CH3:29])(=[O:16])=[O:17])=[NH:13])[C:4]([O:6][CH3:7])=[O:5])=[O:46])[C:40]2=[O:48])[CH:50]=[CH:51][CH:52]=[CH:53][CH:54]=1.